Task: Predict which catalyst facilitates the given reaction.. Dataset: Catalyst prediction with 721,799 reactions and 888 catalyst types from USPTO Reactant: Br[C:2]1[CH:7]=[CH:6][C:5]([C@H:8]([N:10]2[C:18](=[O:19])[C:17]3[C:12](=[CH:13][CH:14]=[CH:15][CH:16]=3)[C:11]2=[O:20])[CH3:9])=[CH:4][CH:3]=1.[Cl:21][C:22]1[C:27](B(O)O)=[CH:26][C:25]([F:31])=[CH:24][N:23]=1.C(=O)([O-])[O-].[Na+].[Na+]. Product: [Cl:21][C:22]1[C:27]([C:2]2[CH:7]=[CH:6][C:5]([C@H:8]([N:10]3[C:18](=[O:19])[C:17]4[C:12](=[CH:13][CH:14]=[CH:15][CH:16]=4)[C:11]3=[O:20])[CH3:9])=[CH:4][CH:3]=2)=[CH:26][C:25]([F:31])=[CH:24][N:23]=1. The catalyst class is: 104.